From a dataset of Full USPTO retrosynthesis dataset with 1.9M reactions from patents (1976-2016). Predict the reactants needed to synthesize the given product. (1) Given the product [Cl:24][C:10]1[C:9]2[C:4](=[CH:5][CH:6]=[C:7]([C:25]([OH:26])([C:37]3[N:41]([CH3:42])[CH:40]=[N:39][CH:38]=3)[C:27]3[CH:28]=[N:29][C:30]([C:33]([F:34])([F:35])[F:36])=[CH:31][CH:32]=3)[CH:8]=2)[N:3]=[C:2]([N:47]2[CH2:48][CH:45]([OH:44])[CH2:46]2)[C:11]=1[CH2:12][C:13]1[CH:18]=[CH:17][C:16]([N:19]2[CH:23]=[CH:22][CH:21]=[N:20]2)=[CH:15][CH:14]=1, predict the reactants needed to synthesize it. The reactants are: Cl[C:2]1[C:11]([CH2:12][C:13]2[CH:18]=[CH:17][C:16]([N:19]3[CH:23]=[CH:22][CH:21]=[N:20]3)=[CH:15][CH:14]=2)=[C:10]([Cl:24])[C:9]2[C:4](=[CH:5][CH:6]=[C:7]([C:25]([C:37]3[N:41]([CH3:42])[CH:40]=[N:39][CH:38]=3)([C:27]3[CH:28]=[N:29][C:30]([C:33]([F:36])([F:35])[F:34])=[CH:31][CH:32]=3)[OH:26])[CH:8]=2)[N:3]=1.Cl.[OH:44][CH:45]1[CH2:48][NH:47][CH2:46]1.CN(C=O)C. (2) Given the product [C:4]([O-:6])(=[O:5])[C:3]([CH3:10])=[CH2:2].[C:1]([OH:6])(=[O:7])/[CH:2]=[CH:3]\[C:4]([OH:24])=[O:5].[CH:2]1[C:1](=[O:7])[O:6][C:4](=[O:5])[CH:3]=1, predict the reactants needed to synthesize it. The reactants are: [C:1]1(=[O:7])[O:6][C:4](=[O:5])[CH:3]=[CH:2]1.N(C(C)(C)C#N)=N[C:10](C)(C)C#N.CC(=[O:24])CC. (3) Given the product [NH2:43][C:38]1[CH:39]=[CH:40][CH:41]=[CH:42][C:37]=1[NH:36][C:10]1[C:9]([O:8][CH2:1][C:2]2[CH:3]=[CH:4][CH:5]=[CH:6][CH:7]=2)=[CH:22][C:21]2[C@:20]34[CH2:23][CH2:24][N:25]([C:26]([O:28][CH2:29][C:30]5[CH:31]=[CH:32][CH:33]=[CH:34][CH:35]=5)=[O:27])[C@@H:14]([C@@H:15]3[CH2:16][CH2:17][CH2:18][CH2:19]4)[CH2:13][C:12]=2[CH:11]=1, predict the reactants needed to synthesize it. The reactants are: [CH2:1]([O:8][C:9]1[C:10]([NH:36][C:37]2[CH:42]=[CH:41][CH:40]=[CH:39][C:38]=2[N+:43]([O-])=O)=[CH:11][C:12]2[CH2:13][C@H:14]3[N:25]([C:26]([O:28][CH2:29][C:30]4[CH:35]=[CH:34][CH:33]=[CH:32][CH:31]=4)=[O:27])[CH2:24][CH2:23][C@@:20]4([C:21]=2[CH:22]=1)[C@H:15]3[CH2:16][CH2:17][CH2:18][CH2:19]4)[C:2]1[CH:7]=[CH:6][CH:5]=[CH:4][CH:3]=1.O.NN.